The task is: Predict the product of the given reaction.. This data is from Forward reaction prediction with 1.9M reactions from USPTO patents (1976-2016). (1) Given the reactants [F:1][C:2]1[CH:3]=[C:4]([CH:6]=[C:7]([F:9])[CH:8]=1)[NH2:5].[N+:10]([CH2:13][C:14]([O:16][CH2:17][CH3:18])=[O:15])([O-])=O.C([O-])([O-])O[CH2:21][CH3:22].[C:25](O)(=O)C, predict the reaction product. The product is: [F:1][C:2]1[CH:3]=[C:4]([N:5]2[CH:25]=[C:13]([C:14]([O:16][CH2:17][CH3:18])=[O:15])[N:10]=[C:21]2[CH3:22])[CH:6]=[C:7]([F:9])[CH:8]=1. (2) Given the reactants [CH2:1]([N:3](CC)CC)C.[C:16](O[C:16]([O:18][C:19]([CH3:22])([CH3:21])[CH3:20])=[O:17])([O:18][C:19]([CH3:22])([CH3:21])[CH3:20])=[O:17].C(O)(=O)C[C:25]([CH2:30][C:31]([OH:33])=[O:32])([C:27]([OH:29])=O)O.Cl[CH2:37]Cl, predict the reaction product. The product is: [CH3:37][O:33][C:31](=[O:32])[C@@H:30]1[CH2:25][C@@H:27]([OH:29])[CH2:1][N:3]1[C:16]([O:18][C:19]([CH3:20])([CH3:21])[CH3:22])=[O:17]. (3) Given the reactants [C:1]([O:9][C@@H:10]1[C@H:14]([CH2:15][O:16][C:17](=[O:24])[C:18]2[CH:23]=[CH:22][CH:21]=[CH:20][CH:19]=2)[O:13][C@H:12]([N:25]2[CH:33]=[N:32][C:31]3[C:26]2=[N:27][CH:28]=[N:29][C:30]=3[NH2:34])[C@H:11]1O)(=[O:8])[C:2]1[CH:7]=[CH:6][CH:5]=[CH:4][CH:3]=1.O(C(Cl)=S)C1C=CC=CC=1.[H-].C[Si]([SiH]([Si](C)(C)C)[Si](C)(C)C)(C)C, predict the reaction product. The product is: [C:1]([O:9][C@@H:10]1[C@H:14]([CH2:15][O:16][C:17](=[O:24])[C:18]2[CH:23]=[CH:22][CH:21]=[CH:20][CH:19]=2)[O:13][C@H:12]([N:25]2[CH:33]=[N:32][C:31]3[C:26]2=[N:27][CH:28]=[N:29][C:30]=3[NH2:34])[CH2:11]1)(=[O:8])[C:2]1[CH:3]=[CH:4][CH:5]=[CH:6][CH:7]=1. (4) Given the reactants [C:1]1([CH2:7][CH2:8][CH2:9][CH:10]([NH:20][C:21]([CH:23]2[CH2:28][CH2:27][CH2:26][CH2:25][N:24]2[C:29]([CH:31]2[CH2:36][CH2:35][NH:34][CH2:33][CH2:32]2)=[O:30])=[O:22])[CH2:11][CH2:12][CH2:13][C:14]2[CH:19]=[CH:18][CH:17]=[CH:16][CH:15]=2)[CH:6]=[CH:5][CH:4]=[CH:3][CH:2]=1.[O:37]1[CH2:39][C@@H:38]1[CH2:40][O:41][C:42]1[CH:51]=[CH:50][CH:49]=[C:48]2[C:43]=1[CH:44]=[CH:45][CH:46]=[N:47]2, predict the reaction product. The product is: [C:1]1([CH2:7][CH2:8][CH2:9][CH:10]([NH:20][C:21]([CH:23]2[CH2:28][CH2:27][CH2:26][CH2:25][N:24]2[C:29]([CH:31]2[CH2:36][CH2:35][N:34]([CH2:39][C@@H:38]([OH:37])[CH2:40][O:41][C:42]3[CH:51]=[CH:50][CH:49]=[C:48]4[C:43]=3[CH:44]=[CH:45][CH:46]=[N:47]4)[CH2:33][CH2:32]2)=[O:30])=[O:22])[CH2:11][CH2:12][CH2:13][C:14]2[CH:15]=[CH:16][CH:17]=[CH:18][CH:19]=2)[CH:6]=[CH:5][CH:4]=[CH:3][CH:2]=1. (5) Given the reactants Br[CH2:2][C:3]([C:5]1[CH:10]=[CH:9][C:8]([CH3:11])=[C:7]([CH3:12])[CH:6]=1)=[O:4].[CH3:13][CH:14](C)[CH2:15]N(C=CC)CC(C)C.[OH:25][CH2:26][C:27]([CH3:31])([CH2:29][OH:30])[CH3:28].S(=O)(=O)(O)O, predict the reaction product. The product is: [CH3:28][C:27]1([CH3:31])[CH2:29][O:30][CH:13]([CH:14]([CH3:15])[CH2:2][C:3]([C:5]2[CH:10]=[CH:9][C:8]([CH3:11])=[C:7]([CH3:12])[CH:6]=2)=[O:4])[O:25][CH2:26]1.